This data is from Catalyst prediction with 721,799 reactions and 888 catalyst types from USPTO. The task is: Predict which catalyst facilitates the given reaction. Reactant: [CH:1]#[C:2][CH2:3][CH2:4][CH2:5][CH2:6][CH2:7][C:8]#[CH:9].N1[CH2:14][CH2:13][CH2:12][CH2:11]1. Product: [CH:1]#[C:2][CH2:3][CH2:4][CH2:5][CH2:6][CH2:7][C:8]#[C:9][C:11]#[C:12][CH2:13][CH2:14][CH2:1][CH2:2][CH2:3][CH2:4][CH2:5][CH3:6]. The catalyst class is: 205.